This data is from CYP3A4 inhibition data for predicting drug metabolism from PubChem BioAssay. The task is: Regression/Classification. Given a drug SMILES string, predict its absorption, distribution, metabolism, or excretion properties. Task type varies by dataset: regression for continuous measurements (e.g., permeability, clearance, half-life) or binary classification for categorical outcomes (e.g., BBB penetration, CYP inhibition). Dataset: cyp3a4_veith. The molecule is CCn1nc(C(=O)O)c(=O)c2cc3c(cc21)OCO3. The result is 0 (non-inhibitor).